Dataset: Catalyst prediction with 721,799 reactions and 888 catalyst types from USPTO. Task: Predict which catalyst facilitates the given reaction. (1) Reactant: [CH2:1]([O:8][C:9]1[CH:10]=[C:11]2[C:15](=[CH:16][CH:17]=1)[NH:14][N:13]=[C:12]2[C:18](=[O:20])[CH3:19])[C:2]1[CH:7]=[CH:6][CH:5]=[CH:4][CH:3]=1.C([O-])([O-])=O.[K+].[K+].Br[CH2:28][C:29]([O:31][CH3:32])=[O:30]. Product: [C:18]([C:12]1[C:11]2[C:15](=[CH:16][CH:17]=[C:9]([O:8][CH2:1][C:2]3[CH:7]=[CH:6][CH:5]=[CH:4][CH:3]=3)[CH:10]=2)[N:14]([CH2:28][C:29]([O:31][CH3:32])=[O:30])[N:13]=1)(=[O:20])[CH3:19]. The catalyst class is: 23. (2) Reactant: [N+:1]([C:4]1[NH:8][N:7]=[C:6]([C:9]([O:11][CH3:12])=[O:10])[CH:5]=1)([O-:3])=[O:2].[CH3:13]N(C)C=O.CI.C(=O)([O-])[O-].[K+].[K+]. Product: [CH3:13][N:7]1[C:6]([C:9]([O:11][CH3:12])=[O:10])=[CH:5][C:4]([N+:1]([O-:3])=[O:2])=[N:8]1. The catalyst class is: 6. (3) Reactant: ClC1C=C(C2N3C(C=NC(S(C)=O)=N3)=CC=2)C=CC=1.[Cl:20][C:21]1[CH:22]=[C:23]([C:27]2[N:35]3[C:30]([CH:31]=[N:32][C:33]([O:36][CH2:37][CH2:38][O:39][CH3:40])=[N:34]3)=[CH:29][CH:28]=2)[CH:24]=[CH:25][CH:26]=1.C(N(CC)C(C)C)(C)C.CS(C1C=CC(N)=CC=1N1CCOCC1)(=O)=O. Product: [Cl:20][C:21]1[CH:22]=[C:23]([C:27]2[N:35]3[C:30]([CH:31]=[N:32][C:33]([O:36][CH2:37][CH2:38][O:39][CH3:40])=[N:34]3)=[CH:29][CH:28]=2)[CH:24]=[CH:25][CH:26]=1. The catalyst class is: 141. (4) Reactant: [I-].C[N+]1C=CN([C:8](=[O:30])/[N:9]=[C:10]2\[S:11][C:12]([CH3:29])=[CH:13][N:14]\2[C:15]2[CH:28]=[CH:27][C:18]3[O:19][C:20]([F:26])([F:25])[C:21]([F:24])([F:23])[O:22][C:17]=3[CH:16]=2)C=1.Cl.[F:32][C@@H:33]1[CH2:37][CH2:36][NH:35][CH2:34]1.CCN(C(C)C)C(C)C. Product: [F:32][C@@H:33]1[CH2:37][CH2:36][N:35]([C:8](/[N:9]=[C:10]2\[S:11][C:12]([CH3:29])=[CH:13][N:14]\2[C:15]2[CH:28]=[CH:27][C:18]3[O:19][C:20]([F:26])([F:25])[C:21]([F:23])([F:24])[O:22][C:17]=3[CH:16]=2)=[O:30])[CH2:34]1. The catalyst class is: 10.